Dataset: Full USPTO retrosynthesis dataset with 1.9M reactions from patents (1976-2016). Task: Predict the reactants needed to synthesize the given product. (1) The reactants are: C(Cl)(=O)C(Cl)=O.CS(C)=O.[OH:11][CH2:12][CH:13]1[N:17]([CH3:18])[C:16](=[O:19])[CH2:15][CH:14]1[C:20]1[CH:25]=[CH:24][CH:23]=[CH:22][CH:21]=1.CCN(C(C)C)C(C)C. Given the product [CH:12]([CH:13]1[N:17]([CH3:18])[C:16](=[O:19])[CH2:15][CH:14]1[C:20]1[CH:25]=[CH:24][CH:23]=[CH:22][CH:21]=1)=[O:11], predict the reactants needed to synthesize it. (2) Given the product [CH2:1]([NH:8][C:9](=[O:35])[N:10]([C:12]1[C:21]2[C:16](=[CH:17][C:18]([O:33][CH3:34])=[C:19]([NH:22][C:23]([C@@H:25]3[CH2:29][CH2:28][CH2:27][NH:26]3)=[O:24])[CH:20]=2)[N:15]=[CH:14][N:13]=1)[CH3:11])[C:2]1[CH:7]=[CH:6][CH:5]=[CH:4][CH:3]=1, predict the reactants needed to synthesize it. The reactants are: [CH2:1]([NH:8][C:9](=[O:35])[N:10]([C:12]1[C:21]2[C:16](=[CH:17][C:18]([O:33][CH3:34])=[C:19]([NH:22][C:23]([CH:25]3[CH2:29][CH2:28][CH2:27][N:26]3C([O-])=O)=[O:24])[CH:20]=2)[N:15]=[CH:14][N:13]=1)[CH3:11])[C:2]1[CH:7]=[CH:6][CH:5]=[CH:4][CH:3]=1.C(O)(C(F)(F)F)=O. (3) The reactants are: [O:1]1[C:6]2[CH:7]=[CH:8][CH:9]=[C:10]([NH2:11])[C:5]=2[O:4][CH2:3][CH2:2]1.C([N:20]=[C:21]=[S:22])(=O)C1C=CC=CC=1.O. Given the product [O:1]1[C:6]2[CH:7]=[CH:8][CH:9]=[C:10]([NH:11][C:21]([NH2:20])=[S:22])[C:5]=2[O:4][CH2:3][CH2:2]1, predict the reactants needed to synthesize it. (4) Given the product [Br:14][C:11]1[CH:10]=[CH:9][C:8]([C:6]2[N:5]=[C:4]([S:15][CH2:17][CH3:18])[N:3]=[C:2]([NH2:1])[CH:7]=2)=[CH:13][CH:12]=1, predict the reactants needed to synthesize it. The reactants are: [NH2:1][C:2]1[CH:7]=[C:6]([C:8]2[CH:13]=[CH:12][C:11]([Br:14])=[CH:10][CH:9]=2)[NH:5][C:4](=[S:15])[N:3]=1.I[CH2:17][CH3:18].C(=O)(O)[O-].[Na+].O. (5) Given the product [CH:1]1([C:6]([F:11])([F:10])[C:7]([NH:18][CH2:19][C:20]2[CH:21]=[C:22]3[C:26](=[CH:27][CH:28]=2)[C:25](=[O:29])[N:24]([CH:30]2[CH2:35][CH2:34][C:33](=[O:36])[NH:32][C:31]2=[O:37])[CH2:23]3)=[O:9])[CH2:2][CH2:3][CH2:4][CH2:5]1, predict the reactants needed to synthesize it. The reactants are: [CH:1]1([C:6]([F:11])([F:10])[C:7]([OH:9])=O)[CH2:5][CH2:4][CH2:3][CH2:2]1.P(Cl)(Cl)(Cl)=O.Cl.[NH2:18][CH2:19][C:20]1[CH:21]=[C:22]2[C:26](=[CH:27][CH:28]=1)[C:25](=[O:29])[N:24]([CH:30]1[CH2:35][CH2:34][C:33](=[O:36])[NH:32][C:31]1=[O:37])[CH2:23]2.C(=O)(O)[O-].[Na+]. (6) Given the product [CH3:9][C:7]1[CH:6]=[C:5]([N:10]2[C:14]3[CH:15]=[C:16]([O:19][C:20]([F:23])([F:21])[F:22])[CH:17]=[CH:18][C:13]=3[N:12]([C:24]3[CH:29]=[CH:28][CH:27]=[CH:26][CH:25]=3)[CH:11]2[O:30][CH2:31][CH3:32])[CH:4]=[C:3]([CH3:2])[CH:8]=1, predict the reactants needed to synthesize it. The reactants are: [Cl-].[CH3:2][C:3]1[CH:4]=[C:5]([N+:10]2[C:14]3[CH:15]=[C:16]([O:19][C:20]([F:23])([F:22])[F:21])[CH:17]=[CH:18][C:13]=3[N:12]([C:24]3[CH:29]=[CH:28][CH:27]=[CH:26][CH:25]=3)[CH:11]=2)[CH:6]=[C:7]([CH3:9])[CH:8]=1.[O-:30][CH2:31][CH3:32].[Na+]. (7) Given the product [Br:1][C:2]1[CH:3]=[C:4]([NH:16][S:17]([CH3:20])(=[O:19])=[O:18])[C:5]([NH:8][C:9](=[O:15])[O:10][C:11]([CH3:14])([CH3:13])[CH3:12])=[N:6][CH:7]=1, predict the reactants needed to synthesize it. The reactants are: [Br:1][C:2]1[CH:3]=[C:4]([N:16](S(C)(=O)=O)[S:17]([CH3:20])(=[O:19])=[O:18])[C:5]([NH:8][C:9](=[O:15])[O:10][C:11]([CH3:14])([CH3:13])[CH3:12])=[N:6][CH:7]=1.CN(C)CCN.